From a dataset of Retrosynthesis with 50K atom-mapped reactions and 10 reaction types from USPTO. Predict the reactants needed to synthesize the given product. The reactants are: COc1cc2ncc(C#N)c(Cl)c2cc1OC.Nc1cccc2[nH]ccc12. Given the product COc1cc2ncc(C#N)c(Nc3cccc4[nH]ccc34)c2cc1OC, predict the reactants needed to synthesize it.